This data is from Full USPTO retrosynthesis dataset with 1.9M reactions from patents (1976-2016). The task is: Predict the reactants needed to synthesize the given product. (1) Given the product [F:1][C:2]1[CH:7]=[CH:6][CH:5]=[CH:4][C:3]=1[CH:8]([OH:24])[CH2:9][CH:10]1[CH2:15][CH2:14][N:13]([CH2:16][C:17]2[C:18](=[O:23])[NH:19][CH:20]=[CH:21][N:22]=2)[CH2:12][CH2:11]1, predict the reactants needed to synthesize it. The reactants are: [F:1][C:2]1[CH:7]=[CH:6][CH:5]=[CH:4][C:3]=1[C:8](=[O:24])[CH2:9][CH:10]1[CH2:15][CH2:14][N:13]([CH2:16][C:17]2[C:18](=[O:23])[NH:19][CH:20]=[CH:21][N:22]=2)[CH2:12][CH2:11]1.[BH4-].[Na+].CC(C)=O. (2) Given the product [NH2:14][O:13][CH2:12][C:10]1[N:11]=[C:7]([C:1]#[C:2][CH2:3][CH2:4][CH2:5][CH3:6])[S:8][CH:9]=1, predict the reactants needed to synthesize it. The reactants are: [C:1]([C:7]1[S:8][CH:9]=[C:10]([CH2:12][O:13][N:14]2C(=O)C3C(=CC=CC=3)C2=O)[N:11]=1)#[C:2][CH2:3][CH2:4][CH2:5][CH3:6].CNN. (3) Given the product [C:18]([C:7]1[CH:8]=[C:9]([C:11]2[N:12]=[C:13]([CH2:16][O:17][CH3:23])[S:14][CH:15]=2)[CH:10]=[C:5]([C:1]([CH3:4])([CH3:3])[CH3:2])[C:6]=1[OH:22])([CH3:21])([CH3:20])[CH3:19], predict the reactants needed to synthesize it. The reactants are: [C:1]([C:5]1[CH:10]=[C:9]([C:11]2[N:12]=[C:13]([CH2:16][OH:17])[S:14][CH:15]=2)[CH:8]=[C:7]([C:18]([CH3:21])([CH3:20])[CH3:19])[C:6]=1[OH:22])([CH3:4])([CH3:3])[CH3:2].[CH2:23](N(CC)CC)C. (4) Given the product [C:1]([NH:4][C:5]1[CH:6]=[CH:7][C:8]([S:11][CH2:12][CH2:13][CH2:14][C:15]([N:23]([CH2:22][C:21]2[CH:25]=[CH:26][CH:27]=[CH:28][C:20]=2[O:19][CH3:18])[CH3:24])=[O:17])=[CH:9][CH:10]=1)(=[O:3])[CH3:2], predict the reactants needed to synthesize it. The reactants are: [C:1]([NH:4][C:5]1[CH:10]=[CH:9][C:8]([S:11][CH2:12][CH2:13][CH2:14][C:15]([OH:17])=O)=[CH:7][CH:6]=1)(=[O:3])[CH3:2].[CH3:18][O:19][C:20]1[CH:28]=[CH:27][CH:26]=[CH:25][C:21]=1[CH2:22][NH:23][CH3:24]. (5) Given the product [CH2:1]([O:8][C:22]1[N:21]=[C:20]([NH:19][CH2:18][C:16]2([CH3:15])[CH2:34][CH2:32][O:31][CH2:30][CH2:29]2)[C:25]([F:26])=[CH:24][CH:23]=1)[C:2]1[CH:7]=[CH:6][CH:5]=[CH:4][CH:3]=1, predict the reactants needed to synthesize it. The reactants are: [CH2:1]([OH:8])[C:2]1[CH:7]=[CH:6][CH:5]=[CH:4][CH:3]=1.[H-].[Na+].CC1(C)O[CH:16]([CH2:18][NH:19][C:20]2[C:25]([F:26])=[CH:24][CH:23]=[C:22](F)[N:21]=2)[CH2:15]OC1.[CH3:29][CH2:30][O:31][C:32]([CH3:34])=O. (6) The reactants are: C(NC(C)C)(C)C.C([Li])CCC.CCCCCC.[C:19]([O:22][CH2:23][CH3:24])(=[O:21])[CH3:20].[CH3:25][N:26]([CH3:40])[C:27](=[O:39])[O:28][C:29]1[CH:34]=[CH:33][C:32]([CH:35]=[O:36])=[C:31]([CH:37]=[CH2:38])[CH:30]=1.[Cl-].[NH4+]. Given the product [CH3:25][N:26]([CH3:40])[C:27]([O:28][C:29]1[CH:34]=[CH:33][C:32]([CH:35]([OH:36])[CH2:20][C:19]([O:22][CH2:23][CH3:24])=[O:21])=[C:31]([CH:37]=[CH2:38])[CH:30]=1)=[O:39], predict the reactants needed to synthesize it. (7) Given the product [O:25]1[CH2:24][CH2:23][CH:22]([N:21]2[C:5]3=[N:6][C:7]([C:10]4[CH:11]=[N:12][N:13]5[CH:18]=[CH:17][C:16]([C:19]#[N:20])=[CH:15][C:14]=45)=[CH:8][CH:9]=[C:4]3[N:3]=[CH:2]2)[CH2:27][CH2:26]1, predict the reactants needed to synthesize it. The reactants are: O=[C:2]1[N:21]([CH:22]2[CH2:27][CH2:26][O:25][CH2:24][CH2:23]2)[C:5]2=[N:6][C:7]([C:10]3[CH:11]=[N:12][N:13]4[CH:18]=[CH:17][C:16]([C:19]#[N:20])=[CH:15][C:14]=34)=[CH:8][CH:9]=[C:4]2[NH:3]1.C(O)(=O)CC(CC(O)=O)(C(O)=O)O.C(OCC)(OCC)OCC. (8) Given the product [CH3:12][O:11][C:9](=[O:10])[C:8]1[CH:13]=[C:4]([N+:1]([O-:3])=[O:2])[CH:5]=[C:6]([C:14]([N:50]([CH2:51][CH2:52][CH3:53])[CH2:47][CH2:48][CH3:49])=[O:16])[CH:7]=1, predict the reactants needed to synthesize it. The reactants are: [N+:1]([C:4]1[CH:5]=[C:6]([C:14]([O-:16])=O)[CH:7]=[C:8]([CH:13]=1)[C:9]([O:11][CH3:12])=[O:10])([O-:3])=[O:2].Cl.CN(C)CCCN=C=NCC.O.ON1C2C=CC=CC=2N=N1.C(N(CC)CC)C.[CH2:47]([NH:50][CH2:51][CH2:52][CH3:53])[CH2:48][CH3:49].